Dataset: Forward reaction prediction with 1.9M reactions from USPTO patents (1976-2016). Task: Predict the product of the given reaction. (1) Given the reactants [F:1][C:2]1[CH:7]=[C:6]([C@@H:8]([CH3:11])[CH2:9][OH:10])[C:5]([O:12][CH3:13])=[CH:4][C:3]=1B(O)O.[NH2:17][C:18]1[CH:19]=[C:20]2[C:25](=[CH:26][CH:27]=1)[C:24]([N:28]([C:36]([O:38][C:39]([CH3:42])([CH3:41])[CH3:40])=[O:37])[C:29]([O:31][C:32]([CH3:35])([CH3:34])[CH3:33])=[O:30])=[N:23][CH:22]=[C:21]2F.O.[C:45]([OH:49])(=O)[CH:46]=O.Cl.[CH:51]1([S:54]([C:57]2[CH:63]=[CH:62][C:60]([NH2:61])=[CH:59][C:58]=2[CH2:64][NH:65][CH3:66])(=[O:56])=[O:55])[CH2:53][CH2:52]1.[F:67][P-](F)(F)(F)(F)F.N1(O[P+](N(C)C)(N(C)C)N(C)C)C2C=CC=CC=2N=N1, predict the reaction product. The product is: [NH2:61][C:60]1[CH:62]=[CH:63][C:57]([S:54]([CH:51]2[CH2:53][CH2:52]2)(=[O:55])=[O:56])=[C:58]([CH2:64][N:65]([CH3:66])[C:45]([CH:46]([NH:17][C:18]2[CH:19]=[C:20]3[C:25](=[CH:26][C:27]=2[F:67])[C:24]([N:28]([C:29]([O:31][C:32]([CH3:35])([CH3:34])[CH3:33])=[O:30])[C:36](=[O:37])[O:38][C:39]([CH3:41])([CH3:42])[CH3:40])=[N:23][CH:22]=[CH:21]3)[C:3]2[CH:4]=[C:5]([O:12][CH3:13])[C:6]([C@@H:8]([CH3:11])[CH2:9][OH:10])=[CH:7][C:2]=2[F:1])=[O:49])[CH:59]=1. (2) The product is: [CH3:1][O:2][C:3]1[CH:4]=[C:5]2[C:10](=[CH:11][C:12]=1[O:13][CH3:14])[N:9]=[CH:8][N:7]=[C:6]2[O:15][C:16]1[CH:22]=[CH:21][C:19]([NH:20][C:28]([NH:39][CH2:36][CH2:37][CH3:38])=[O:34])=[C:18]([F:23])[CH:17]=1. Given the reactants [CH3:1][O:2][C:3]1[CH:4]=[C:5]2[C:10](=[CH:11][C:12]=1[O:13][CH3:14])[N:9]=[CH:8][N:7]=[C:6]2[O:15][C:16]1[CH:22]=[CH:21][C:19]([NH2:20])=[C:18]([F:23])[CH:17]=1.ClC(Cl)(O[C:28](=[O:34])OC(Cl)(Cl)Cl)Cl.[CH2:36]([NH2:39])[CH2:37][CH3:38].CO, predict the reaction product. (3) Given the reactants [NH2:1][C:2]1[S:3][C:4]([Br:11])=[C:5]([C:7]([F:10])([F:9])[F:8])[N:6]=1.[Cl:12][C:13]1[CH:14]=[C:15]([CH:19]=[CH:20][C:21]=1[Cl:22])[C:16](Cl)=[O:17].Cl, predict the reaction product. The product is: [Br:11][C:4]1[S:3][C:2]([NH:1][C:16](=[O:17])[C:15]2[CH:19]=[CH:20][C:21]([Cl:22])=[C:13]([Cl:12])[CH:14]=2)=[N:6][C:5]=1[C:7]([F:10])([F:8])[F:9]. (4) Given the reactants [Cl:1][C:2]1[C:8](Cl)=[CH:7][C:5]([NH2:6])=[C:4]([N+:10]([O-:12])=[O:11])[CH:3]=1.[CH2:13]1[C:15]2([CH2:19][CH2:18][NH:17][CH2:16]2)[CH2:14]1.C(=O)([O-])[O-].[K+].[K+].C(Cl)Cl.CCO, predict the reaction product. The product is: [CH2:14]1[C:15]2([CH2:19][CH2:18][N:17]([C:8]3[C:2]([Cl:1])=[CH:3][C:4]([N+:10]([O-:12])=[O:11])=[C:5]([NH2:6])[CH:7]=3)[CH2:16]2)[CH2:13]1. (5) Given the reactants [Br:1][C:2]1[CH:10]=[CH:9][C:8]([CH3:11])=[CH:7][C:3]=1[C:4](O)=[O:5].Cl.[CH3:13][NH:14][O:15][CH3:16].C(Cl)CCl.C1C=CC2N(O)N=NC=2C=1, predict the reaction product. The product is: [Br:1][C:2]1[CH:10]=[CH:9][C:8]([CH3:11])=[CH:7][C:3]=1[C:4]([N:14]([O:15][CH3:16])[CH3:13])=[O:5]. (6) The product is: [Br:17][CH:7]([C:6]1[N:5]([CH3:9])[N:4]([C:10]2[CH:15]=[CH:14][CH:13]=[CH:12][CH:11]=2)[C:3](=[O:16])[C:2]=1[Cl:1])[CH3:8]. Given the reactants [Cl:1][C:2]1[C:3](=[O:16])[N:4]([C:10]2[CH:15]=[CH:14][CH:13]=[CH:12][CH:11]=2)[N:5]([CH3:9])[C:6]=1[CH2:7][CH3:8].[Br:17]N1C(=O)CCC1=O, predict the reaction product. (7) Given the reactants Br[C:2]1[CH:3]=[C:4]([NH:10][C:11]2[CH:15]=[C:14]([CH2:16][CH3:17])[O:13][N:12]=2)[C:5](=[O:9])[N:6]([CH3:8])[CH:7]=1.[B:18]1([B:18]2[O:22][C:21]([CH3:24])([CH3:23])[C:20]([CH3:26])([CH3:25])[O:19]2)[O:22][C:21]([CH3:24])([CH3:23])[C:20]([CH3:26])([CH3:25])[O:19]1.CC(C1C=C(C(C)C)C(C2C=CC=CC=2P(C2CCCCC2)C2CCCCC2)=C(C(C)C)C=1)C.C([O-])(=O)C.[K+], predict the reaction product. The product is: [CH2:16]([C:14]1[O:13][N:12]=[C:11]([NH:10][C:4]2[C:5](=[O:9])[N:6]([CH3:8])[CH:7]=[C:2]([B:18]3[O:22][C:21]([CH3:24])([CH3:23])[C:20]([CH3:26])([CH3:25])[O:19]3)[CH:3]=2)[CH:15]=1)[CH3:17]. (8) Given the reactants Cl[C:2]1[N:7]=[CH:6][N:5]=[C:4]([C:8]([NH:10][C:11]2[CH:16]=[CH:15][C:14]([OH:17])=[CH:13][C:12]=2[CH3:18])=[O:9])[CH:3]=1.[CH3:19][NH:20][CH:21]1[CH2:26][CH2:25][CH:24]([CH3:27])[CH2:23][CH2:22]1, predict the reaction product. The product is: [OH:17][C:14]1[CH:15]=[CH:16][C:11]([NH:10][C:8]([C:4]2[CH:3]=[C:2]([N:20]([CH3:19])[CH:21]3[CH2:26][CH2:25][CH:24]([CH3:27])[CH2:23][CH2:22]3)[N:7]=[CH:6][N:5]=2)=[O:9])=[C:12]([CH3:18])[CH:13]=1. (9) Given the reactants C1(CO[C:7]2[CH:15]=[CH:14][CH:13]=[C:12]3[C:8]=2[CH:9]=[C:10]([C:16]([OH:18])=[O:17])[NH:11]3)CCC1.[CH3:19][O:20][C:21]1[CH:26]=[CH:25][CH:24]=[CH:23][C:22]=1[CH2:27][CH2:28][OH:29].C(OC(C1NC2C(C=1)=C(O)C=CC=2)=O)C, predict the reaction product. The product is: [CH3:19][O:20][C:21]1[CH:26]=[CH:25][CH:24]=[CH:23][C:22]=1[CH2:27][CH2:28][O:29][C:7]1[CH:15]=[CH:14][CH:13]=[C:12]2[C:8]=1[CH:9]=[C:10]([C:16]([OH:18])=[O:17])[NH:11]2.